From a dataset of Full USPTO retrosynthesis dataset with 1.9M reactions from patents (1976-2016). Predict the reactants needed to synthesize the given product. (1) Given the product [Cl:1][C:2]1[CH:7]=[CH:6][CH:5]=[C:4]([Cl:8])[C:3]=1[NH:9][C:10]([NH:12][C:13]1[C:14]([C:23]([NH:25][C:26]([CH2:27][CH2:28][CH3:29])([C:30]([OH:32])=[O:31])[CH2:34][CH2:35][CH3:36])=[O:24])=[CH:15][C:16]2[C:21]([CH:22]=1)=[CH:20][CH:19]=[CH:18][CH:17]=2)=[O:11], predict the reactants needed to synthesize it. The reactants are: [Cl:1][C:2]1[CH:7]=[CH:6][CH:5]=[C:4]([Cl:8])[C:3]=1[NH:9][C:10]([NH:12][C:13]1[C:14]([C:23]([NH:25][C:26]([CH2:34][CH2:35][CH3:36])([C:30]([O:32]C)=[O:31])[CH2:27][CH2:28][CH3:29])=[O:24])=[CH:15][C:16]2[C:21]([CH:22]=1)=[CH:20][CH:19]=[CH:18][CH:17]=2)=[O:11].Cl. (2) The reactants are: [NH:1]1[CH:5]=[CH:4][CH:3]=[N:2]1.[H-].[Na+].Cl[C:9]1[CH:18]=[CH:17][C:12]([C:13]([O:15][CH3:16])=[O:14])=[CH:11][N:10]=1.[NH4+].[Cl-]. Given the product [CH3:16][O:15][C:13](=[O:14])[C:12]1[CH:17]=[CH:18][C:9]([N:1]2[CH:5]=[CH:4][CH:3]=[N:2]2)=[N:10][CH:11]=1, predict the reactants needed to synthesize it.